Dataset: Peptide-MHC class I binding affinity with 185,985 pairs from IEDB/IMGT. Task: Regression. Given a peptide amino acid sequence and an MHC pseudo amino acid sequence, predict their binding affinity value. This is MHC class I binding data. (1) The peptide sequence is NQATTKTTF. The MHC is HLA-B07:02 with pseudo-sequence HLA-B07:02. The binding affinity (normalized) is 0.0857. (2) The peptide sequence is ALKAYFTAK. The MHC is HLA-A31:01 with pseudo-sequence HLA-A31:01. The binding affinity (normalized) is 0.0608. (3) The peptide sequence is FLDDASNSA. The MHC is HLA-A02:50 with pseudo-sequence HLA-A02:50. The binding affinity (normalized) is 0.834. (4) The peptide sequence is SHLECRTFF. The MHC is HLA-A02:01 with pseudo-sequence HLA-A02:01. The binding affinity (normalized) is 0.0847.